This data is from Full USPTO retrosynthesis dataset with 1.9M reactions from patents (1976-2016). The task is: Predict the reactants needed to synthesize the given product. (1) Given the product [C:1]([O:5][CH:6]([C:12]1[C:13]([C:26]2[CH:31]=[CH:30][C:29]([CH3:32])=[CH:28][C:27]=2[OH:33])=[C:14]2[C:21]3[CH2:22][CH2:23][CH2:24][CH2:25][C:20]=3[S:19][C:15]2=[N:16][C:17]=1[CH3:18])[C:7]([OH:9])=[O:8])([CH3:4])([CH3:3])[CH3:2], predict the reactants needed to synthesize it. The reactants are: [C:1]([O:5][CH:6]([C:12]1[C:13]([C:26]2[CH:31]=[CH:30][C:29]([CH3:32])=[CH:28][C:27]=2[OH:33])=[C:14]2[C:21]3[CH2:22][CH2:23][CH2:24][CH2:25][C:20]=3[S:19][C:15]2=[N:16][C:17]=1[CH3:18])[C:7]([O:9]CC)=[O:8])([CH3:4])([CH3:3])[CH3:2].[OH-].[Na+]. (2) The reactants are: [C:1]1([CH2:11][C:12]([OH:14])=O)[C:10]2[C:5](=[CH:6][CH:7]=[CH:8][CH:9]=2)[CH:4]=[CH:3][CH:2]=1.[NH2:15][C:16]1[S:17][CH:18]=[C:19]([CH3:25])[C:20]=1[C:21]([O:23][CH3:24])=[O:22]. Given the product [CH3:25][C:19]1[C:20]([C:21]([O:23][CH3:24])=[O:22])=[C:16]([NH:15][C:12](=[O:14])[CH2:11][C:1]2[C:10]3[C:5](=[CH:6][CH:7]=[CH:8][CH:9]=3)[CH:4]=[CH:3][CH:2]=2)[S:17][CH:18]=1, predict the reactants needed to synthesize it.